From a dataset of NCI-60 drug combinations with 297,098 pairs across 59 cell lines. Regression. Given two drug SMILES strings and cell line genomic features, predict the synergy score measuring deviation from expected non-interaction effect. (1) Drug 1: CC12CCC3C(C1CCC2O)C(CC4=C3C=CC(=C4)O)CCCCCCCCCS(=O)CCCC(C(F)(F)F)(F)F. Drug 2: CC(C)NC(=O)C1=CC=C(C=C1)CNNC.Cl. Cell line: RPMI-8226. Synergy scores: CSS=2.42, Synergy_ZIP=0.439, Synergy_Bliss=2.79, Synergy_Loewe=3.07, Synergy_HSA=-1.07. (2) Drug 1: C1=NC2=C(N1)C(=S)N=CN2. Drug 2: CN(CCCl)CCCl.Cl. Cell line: LOX IMVI. Synergy scores: CSS=53.8, Synergy_ZIP=-4.51, Synergy_Bliss=-0.194, Synergy_Loewe=-3.33, Synergy_HSA=-1.49. (3) Cell line: MDA-MB-231. Synergy scores: CSS=10.6, Synergy_ZIP=-3.87, Synergy_Bliss=-2.46, Synergy_Loewe=-3.88, Synergy_HSA=-3.27. Drug 1: C1=CC(=CC=C1CC(C(=O)O)N)N(CCCl)CCCl.Cl. Drug 2: C1CC(=O)NC(=O)C1N2C(=O)C3=CC=CC=C3C2=O. (4) Drug 1: C1=CC(=CC=C1CCC2=CNC3=C2C(=O)NC(=N3)N)C(=O)NC(CCC(=O)O)C(=O)O. Drug 2: CC1C(C(=O)NC(C(=O)N2CCCC2C(=O)N(CC(=O)N(C(C(=O)O1)C(C)C)C)C)C(C)C)NC(=O)C3=C4C(=C(C=C3)C)OC5=C(C(=O)C(=C(C5=N4)C(=O)NC6C(OC(=O)C(N(C(=O)CN(C(=O)C7CCCN7C(=O)C(NC6=O)C(C)C)C)C)C(C)C)C)N)C. Cell line: T-47D. Synergy scores: CSS=10.6, Synergy_ZIP=1.11, Synergy_Bliss=7.80, Synergy_Loewe=7.88, Synergy_HSA=7.92. (5) Drug 1: C1CCN(CC1)CCOC2=CC=C(C=C2)C(=O)C3=C(SC4=C3C=CC(=C4)O)C5=CC=C(C=C5)O. Drug 2: CC1=C(C(CCC1)(C)C)C=CC(=CC=CC(=CC(=O)O)C)C. Cell line: HCC-2998. Synergy scores: CSS=-6.02, Synergy_ZIP=3.40, Synergy_Bliss=1.03, Synergy_Loewe=-3.46, Synergy_HSA=-3.38. (6) Drug 1: C1=CC(=CC=C1CCC2=CNC3=C2C(=O)NC(=N3)N)C(=O)NC(CCC(=O)O)C(=O)O. Drug 2: C1=CN(C=N1)CC(O)(P(=O)(O)O)P(=O)(O)O. Cell line: SNB-19. Synergy scores: CSS=28.2, Synergy_ZIP=-8.42, Synergy_Bliss=-2.76, Synergy_Loewe=-19.5, Synergy_HSA=-3.15.